Regression. Given a target protein amino acid sequence and a drug SMILES string, predict the binding affinity score between them. We predict pIC50 (pIC50 = -log10(IC50 in M); higher means more potent). Dataset: bindingdb_ic50. From a dataset of Drug-target binding data from BindingDB using IC50 measurements. (1) The small molecule is O=S(=O)(Nc1ccc(-c2ccnc(Nc3ccc4ncsc4c3)n2)cc1)c1ccc(Cl)cc1. The target protein (O15111) has sequence MERPPGLRPGAGGPWEMRERLGTGGFGNVCLYQHRELDLKIAIKSCRLELSTKNRERWCHEIQIMKKLNHANVVKACDVPEELNILIHDVPLLAMEYCSGGDLRKLLNKPENCCGLKESQILSLLSDIGSGIRYLHENKIIHRDLKPENIVLQDVGGKIIHKIIDLGYAKDVDQGSLCTSFVGTLQYLAPELFENKPYTATVDYWSFGTMVFECIAGYRPFLHHLQPFTWHEKIKKKDPKCIFACEEMSGEVRFSSHLPQPNSLCSLVVEPMENWLQLMLNWDPQQRGGPVDLTLKQPRCFVLMDHILNLKIVHILNMTSAKIISFLLPPDESLHSLQSRIERETGINTGSQELLSETGISLDPRKPASQCVLDGVRGCDSYMVYLFDKSKTVYEGPFASRSLSDCVNYIVQDSKIQLPIIQLRKVWAEAVHYVSGLKEDYSRLFQGQRAAMLSLLRYNANLTKMKNTLISASQQLKAKLEFFHKSIQLDLERYSEQMTY.... The pIC50 is 5.5. (2) The small molecule is O=C(O)Cn1c2ccccc2c2nc3ccccc3nc21. The target protein (Q5RJP0) has sequence MTTFVKLRTKAKMPLVGLGTWKSPPGQVKEAVKAAIDAGYRHFDCAYVYQNESEVGEAIQEKIKEKAVRREDLFIVSKLWSTFFEKSLMKEAFQKTLSDLKLDYLDLYLIHWPQGLQAGKEFLPKDSQGKVLMSKSTFLDAWEGMEELVDQGLVKALGVSNFNHFQIERLLNKPGLKHKPVTNQVECHPYLTQEKLIQYCHSKGIAVIAYSPLGSPDRPYAKPEDPVVLEIPKIKEIAAKHKKTIAQVLIRFHVQRNVAVIPKSVTLSHIKENIQVFDFQLSEEDMAAILSLNRNWRACGLFVTSDEEDFPFHEEY. The pIC50 is 4.6. (3) The compound is COc1ccc(C(=O)Nc2nc3cc4c(cc3[nH]2)OC(F)(F)O4)cc1. The target protein (Q06486) has sequence MELRVGNRYRLGRKIGSGSFGDIYLGTDIAAGEEVAIKLECVKTKHPQLHIESKIYKMMQGGVGIPTIRWCGAEGDYNVMVMELLGPSLEDLFNFCSRKFSLKTVLLLADQMISRIEYIHSKNFIHRDVKPDNFLMGLGKKGNLVYIIDFGLAKKYRDARTHQHIPYRENKNLTGTARYASINTHLGIEQSRRDDLESLGYVLMYFNLGSLPWQGLKAATKRQKYERISEKKMSTPIEVLCKGYPSEFATYLNFCRSLRFDDKPDYSYLRQLFRNLFHRQGFSYDYVFDWNMLKFGASRAADDAERERRDREERLRHSRNPATRGLPSTASGRLRGTQEVAPPTPLTPTSHTANTSPRPVSGMERERKVSMRLHRGAPVNVSSSDLTGRQDTSRMSTSQIPGRVASSGLQSVVHR. The pIC50 is 7.0.